From a dataset of Reaction yield outcomes from USPTO patents with 853,638 reactions. Predict the reaction yield, written as a fraction of the theoretical maximum amount of product (1.0 means a 100% yield; for example, 0.34 means a 34% yield). (1) The reactants are Cl[C:2]1[C:11]2[CH2:10][N:9]([C@H:12]([C:23]([CH3:26])([CH3:25])[CH3:24])[C:13]([O:15]CC3C=CC=CC=3)=[O:14])[C:8](=[O:27])[C:7]3=[CH:28][N:29]([S:30]([C:33]4[CH:39]=[CH:38][C:36]([CH3:37])=[CH:35][CH:34]=4)(=[O:32])=[O:31])[C:5]([C:6]=23)=[N:4][CH:3]=1.[CH3:40][Al](C)C. The catalyst is C1C=CC([P]([Pd]([P](C2C=CC=CC=2)(C2C=CC=CC=2)C2C=CC=CC=2)([P](C2C=CC=CC=2)(C2C=CC=CC=2)C2C=CC=CC=2)[P](C2C=CC=CC=2)(C2C=CC=CC=2)C2C=CC=CC=2)(C2C=CC=CC=2)C2C=CC=CC=2)=CC=1.O1CCOCC1. The product is [CH3:25][C:23]([CH3:24])([CH3:26])[C@@H:12]([N:9]1[C:8](=[O:27])[C:7]2=[CH:28][N:29]([S:30]([C:33]3[CH:39]=[CH:38][C:36]([CH3:37])=[CH:35][CH:34]=3)(=[O:31])=[O:32])[C:5]3[C:6]2=[C:11]([C:2]([CH3:40])=[CH:3][N:4]=3)[CH2:10]1)[C:13]([OH:15])=[O:14]. The yield is 0.440. (2) The reactants are [CH:1]([NH:4][C:5]1[C:14]2[C:9](=[CH:10][C:11]([CH:15]=[CH2:16])=[CH:12][CH:13]=2)[N:8]=[N:7][C:6]=1[C:17]([NH2:19])=[O:18])([CH3:3])[CH3:2].C1C[O:23]CC1. No catalyst specified. The product is [OH:23][CH2:16][CH2:15][C:11]1[CH:10]=[C:9]2[C:14]([C:5]([NH:4][CH:1]([CH3:3])[CH3:2])=[C:6]([C:17]([NH2:19])=[O:18])[N:7]=[N:8]2)=[CH:13][CH:12]=1. The yield is 0.0200. (3) The yield is 0.730. The reactants are C([N:8]1[C:12]([NH:13][CH:14]2[CH2:19][CH2:18][O:17][CH2:16][CH2:15]2)=[CH:11][N:10]=[N:9]1)C1C=CC=CC=1.C([O-])=O.[NH4+].C(O)(=O)C. The catalyst is [C].[Pd].CO. The product is [O:17]1[CH2:18][CH2:19][CH:14]([NH:13][C:12]2[NH:8][N:9]=[N:10][CH:11]=2)[CH2:15][CH2:16]1. (4) The reactants are [Br:1][C:2]1[CH:7]=[C:6]([F:8])[CH:5]=[C:4]([Br:9])[C:3]=1[CH2:10][OH:11].N1C=CC=CC=1.[C:18](Cl)(=[O:20])[CH3:19]. The catalyst is C(Cl)Cl. The product is [C:18]([O:11][CH2:10][C:3]1[C:2]([Br:1])=[CH:7][C:6]([F:8])=[CH:5][C:4]=1[Br:9])(=[O:20])[CH3:19]. The yield is 0.870. (5) The product is [Br:1][C:2]1[CH:11]=[CH:10][C:5]2[N:6]([C:20]([C:14]3[CH:19]=[CH:18][CH:17]=[CH:16][CH:15]=3)([C:27]3[CH:28]=[CH:29][CH:30]=[CH:31][CH:32]=3)[C:21]3[CH:22]=[CH:23][CH:24]=[CH:25][CH:26]=3)[C:7](=[O:9])[O:8][C:4]=2[CH:3]=1. The yield is 0.770. The reactants are [Br:1][C:2]1[CH:11]=[CH:10][C:5]2[NH:6][C:7](=[O:9])[O:8][C:4]=2[CH:3]=1.[H-].[Na+].[C:14]1([C:20](Cl)([C:27]2[CH:32]=[CH:31][CH:30]=[CH:29][CH:28]=2)[C:21]2[CH:26]=[CH:25][CH:24]=[CH:23][CH:22]=2)[CH:19]=[CH:18][CH:17]=[CH:16][CH:15]=1. The catalyst is CN(C=O)C. (6) The reactants are [OH:1][CH2:2][CH:3]1[CH2:5][C@@:4]1([C:8]1[C:17]2[C:12](=[CH:13][CH:14]=[CH:15][CH:16]=2)[CH:11]=[CH:10][CH:9]=1)[C:6]#N.C([OH:20])C.[OH-].[Na+].Cl. The catalyst is ClCCl. The product is [C:8]1([C@@:4]23[CH2:5][C@@H:3]2[CH2:2][O:1][C:6]3=[O:20])[C:17]2[C:12](=[CH:13][CH:14]=[CH:15][CH:16]=2)[CH:11]=[CH:10][CH:9]=1. The yield is 0.500.